The task is: Predict the product of the given reaction.. This data is from Forward reaction prediction with 1.9M reactions from USPTO patents (1976-2016). (1) Given the reactants [CH3:1][C:2]1[CH:7]=[CH:6][CH:5]=[C:4]([CH3:8])[C:3]=1Br.[C:10]([Si:12]([CH:19]([CH3:21])[CH3:20])([CH:16]([CH3:18])[CH3:17])[CH:13]([CH3:15])[CH3:14])#[CH:11].C(NC(C)C)(C)C, predict the reaction product. The product is: [CH3:1][C:2]1[CH:7]=[CH:6][CH:5]=[C:4]([CH3:8])[C:3]=1[C:11]#[C:10][Si:12]([CH:13]([CH3:15])[CH3:14])([CH:19]([CH3:21])[CH3:20])[CH:16]([CH3:18])[CH3:17]. (2) Given the reactants [CH2:1]([O:3][C:4](=[O:31])[CH:5](O)[CH2:6][C:7]1[CH:12]=[CH:11][C:10]([CH2:13][CH2:14][N:15]([C:23]([O:25][C:26]([CH3:29])([CH3:28])[CH3:27])=[O:24])[CH2:16][CH2:17][CH2:18][CH2:19][CH2:20][CH2:21][CH3:22])=[CH:9][CH:8]=1)[CH3:2].[Na].[CH2:33]([SH:35])[CH3:34], predict the reaction product. The product is: [CH2:1]([O:3][C:4](=[O:31])[CH:5]([S:35][CH2:33][CH3:34])[CH2:6][C:7]1[CH:12]=[CH:11][C:10]([CH2:13][CH2:14][N:15]([C:23]([O:25][C:26]([CH3:29])([CH3:28])[CH3:27])=[O:24])[CH2:16][CH2:17][CH2:18][CH2:19][CH2:20][CH2:21][CH3:22])=[CH:9][CH:8]=1)[CH3:2]. (3) Given the reactants CC(C)([O-])C.[K+].[CH3:7][C:8](=[N:10][OH:11])[CH3:9].F[C:13]1[CH:18]=[C:17]([O:19][CH3:20])[CH:16]=[CH:15][C:14]=1[C:21]([C:23]1[CH:32]=[CH:31][C:30]2[C:25](=[CH:26][CH:27]=[C:28]([O:33][CH3:34])[CH:29]=2)[CH:24]=1)=[O:22].[Cl-].[NH4+], predict the reaction product. The product is: [CH3:20][O:19][C:17]1[CH:16]=[CH:15][C:14]([C:21]([C:23]2[CH:32]=[CH:31][C:30]3[C:25](=[CH:26][CH:27]=[C:28]([O:33][CH3:34])[CH:29]=3)[CH:24]=2)=[O:22])=[C:13]([O:11][N:10]=[C:8]([CH3:9])[CH3:7])[CH:18]=1.